From a dataset of Reaction yield outcomes from USPTO patents with 853,638 reactions. Predict the reaction yield, written as a fraction of the theoretical maximum amount of product (1.0 means a 100% yield; for example, 0.34 means a 34% yield). (1) The reactants are [BH4-].[Li+].CO.[H][H].C([O:9][C:10](=O)[C:11]([CH3:30])([CH3:29])[CH2:12][CH2:13][CH2:14][CH2:15][C:16](=[O:28])[CH2:17][CH2:18][CH2:19][CH2:20][CH2:21][C:22]([CH3:27])([CH3:26])[C:23](O)=[O:24])C.Cl.[Cl-].[NH4+]. The catalyst is ClCCl. The product is [CH3:29][C:11]([CH3:30])([CH2:12][CH2:13][CH2:14][CH2:15][CH:16]([OH:28])[CH2:17][CH2:18][CH2:19][CH2:20][CH2:21][C:22]([CH3:27])([CH3:26])[CH2:23][OH:24])[CH2:10][OH:9]. The yield is 0.650. (2) The reactants are [NH2:1][C:2]1[CH:3]=[C:4]([N:8]2[CH:12]=[CH:11][N:10]=[CH:9]2)[CH:5]=[CH:6][CH:7]=1.[CH2:13]([O:15][C:16](=[O:25])[CH2:17][C:18](=O)[CH2:19][CH2:20][CH2:21][CH2:22]Cl)[CH3:14].II.[CH:28]1C=CC=CC=1. No catalyst specified. The product is [CH2:13]([O:15][C:16](=[O:25])[CH:17]=[CH:18][CH:19]1[CH2:20][CH2:21][CH2:22][CH2:28][N:1]1[C:2]1[CH:7]=[CH:6][CH:5]=[C:4]([N:8]2[CH:12]=[CH:11][N:10]=[CH:9]2)[CH:3]=1)[CH3:14]. The yield is 0.0800. (3) The reactants are [N:1]1[C:10]2[C:5](=[CH:6][CH:7]=[CH:8][N:9]=2)[CH:4]=[CH:3][C:2]=1[CH2:11][CH2:12][CH2:13][NH:14][C:15](=[O:21])[O:16][C:17]([CH3:20])([CH3:19])[CH3:18].[H][H]. The catalyst is [Rh].CO. The product is [N:1]1[C:10]2[NH:9][CH2:8][CH2:7][CH2:6][C:5]=2[CH:4]=[CH:3][C:2]=1[CH2:11][CH2:12][CH2:13][NH:14][C:15](=[O:21])[O:16][C:17]([CH3:19])([CH3:18])[CH3:20]. The yield is 0.850. (4) The reactants are [CH3:1][O:2][CH2:3][CH2:4][N:5]1[C:9]([C:10]([O:12]CC)=[O:11])=[CH:8][C:7]([CH3:15])=[N:6]1.[OH-].[Na+].Cl.C(OCC)(=O)C. The catalyst is O1CCCC1. The product is [CH3:1][O:2][CH2:3][CH2:4][N:5]1[C:9]([C:10]([OH:12])=[O:11])=[CH:8][C:7]([CH3:15])=[N:6]1. The yield is 0.830.